Task: Predict the product of the given reaction.. Dataset: Forward reaction prediction with 1.9M reactions from USPTO patents (1976-2016) (1) The product is: [C:43]([C:45]1[CH:46]=[C:47]([CH:50]=[CH:51][CH:52]=1)[CH2:48][O:25][C:22]1[CH:21]=[CH:20][C:19]([CH2:18][C@H:17]([NH:26][C:27](=[O:37])[O:28][C@@H:29]2[C@H:36]3[C@H:32]([O:33][CH2:34][CH2:35]3)[O:31][CH2:30]2)[C@H:16]([OH:38])[CH2:15][N:14]([S:11]([C:9]2[CH:8]=[CH:7][C:6]3[O:1][CH2:2][CH2:3][O:4][C:5]=3[CH:10]=2)(=[O:12])=[O:13])[CH2:39][CH:40]([CH3:42])[CH3:41])=[CH:24][CH:23]=1)#[N:44]. Given the reactants [O:1]1[C:6]2[CH:7]=[CH:8][C:9]([S:11]([N:14]([CH2:39][CH:40]([CH3:42])[CH3:41])[CH2:15][C@@H:16]([OH:38])[C@@H:17]([NH:26][C:27](=[O:37])[O:28][C@@H:29]3[C@H:36]4[C@H:32]([O:33][CH2:34][CH2:35]4)[O:31][CH2:30]3)[CH2:18][C:19]3[CH:24]=[CH:23][C:22]([OH:25])=[CH:21][CH:20]=3)(=[O:13])=[O:12])=[CH:10][C:5]=2[O:4][CH2:3][CH2:2]1.[C:43]([C:45]1[CH:46]=[C:47]([CH:50]=[CH:51][CH:52]=1)[CH2:48]Cl)#[N:44].C(=O)([O-])[O-].[Cs+].[Cs+].CN(C)C=O, predict the reaction product. (2) Given the reactants [CH3:1][CH:2]([CH3:6])[C:3](=[S:5])[NH2:4].Cl[CH:8]([C:14]([CH3:16])=O)[C:9]([O:11][CH2:12][CH3:13])=[O:10], predict the reaction product. The product is: [CH2:12]([O:11][C:9]([C:8]1[S:5][C:3]([CH:2]([CH3:6])[CH3:1])=[N:4][C:14]=1[CH3:16])=[O:10])[CH3:13].